Task: Predict the reactants needed to synthesize the given product.. Dataset: Full USPTO retrosynthesis dataset with 1.9M reactions from patents (1976-2016) (1) Given the product [CH:1]1([CH2:4][N:5]([CH2:15][CH2:16][CH3:17])[C:6]2[N:11]=[CH:10][N:9]=[C:8]([C:12]([NH:41][C:40]3[CH:39]=[CH:38][C:37]([N:32]4[CH:36]=[N:35][CH:34]=[N:33]4)=[CH:43][CH:42]=3)=[O:14])[CH:7]=2)[CH2:2][CH2:3]1, predict the reactants needed to synthesize it. The reactants are: [CH:1]1([CH2:4][N:5]([CH2:15][CH2:16][CH3:17])[C:6]2[N:11]=[CH:10][N:9]=[C:8]([C:12]([OH:14])=O)[CH:7]=2)[CH2:3][CH2:2]1.C(N(C(C)C)CC)(C)C.ClC(OC)=O.[N:32]1([C:37]2[CH:43]=[CH:42][C:40]([NH2:41])=[CH:39][CH:38]=2)[CH:36]=[N:35][CH:34]=[N:33]1. (2) The reactants are: [Cl:1][C:2]1[CH:3]=[N:4][CH:5]=[C:6]([Cl:20])[C:7]=1[S:8][C:9]1[S:13][C:12]([C:14](Cl)=[O:15])=[CH:11][C:10]=1[N+:17]([O-:19])=[O:18].[F:21][C:22]1[CH:28]=[C:27]([F:29])[CH:26]=[CH:25][C:23]=1[NH2:24]. Given the product [Cl:1][C:2]1[CH:3]=[N:4][CH:5]=[C:6]([Cl:20])[C:7]=1[S:8][C:9]1[S:13][C:12]([C:14]([NH:24][C:23]2[CH:25]=[CH:26][C:27]([F:29])=[CH:28][C:22]=2[F:21])=[O:15])=[CH:11][C:10]=1[N+:17]([O-:19])=[O:18], predict the reactants needed to synthesize it. (3) Given the product [Cl:1][C:2]1[CH:3]=[C:4]([CH:8]=[C:9]([NH:11][CH3:12])[N:10]=1)[C:5]([O:7][CH3:18])=[O:6], predict the reactants needed to synthesize it. The reactants are: [Cl:1][C:2]1[CH:3]=[C:4]([CH:8]=[C:9]([NH:11][CH3:12])[N:10]=1)[C:5]([OH:7])=[O:6].S(Cl)(Cl)=O.Cl.[CH3:18]O. (4) Given the product [C:1]([O:5][C:6](=[O:26])[NH:7][C:8]1[S:9][C:10]2[CH:16]=[C:15]([CH2:17][OH:18])[CH:14]=[C:13]([C:19]3[CH:24]=[CH:23][CH:22]=[C:21]([Cl:25])[CH:20]=3)[C:11]=2[N:12]=1)([CH3:4])([CH3:2])[CH3:3], predict the reactants needed to synthesize it. The reactants are: [C:1]([O:5][C:6](=[O:26])[NH:7][C:8]1[S:9][C:10]2[CH:16]=[C:15]([CH:17]=[O:18])[CH:14]=[C:13]([C:19]3[CH:24]=[CH:23][CH:22]=[C:21]([Cl:25])[CH:20]=3)[C:11]=2[N:12]=1)([CH3:4])([CH3:3])[CH3:2].[BH4-].[Na+].O.Cl. (5) Given the product [CH2:3]([O:10][C:11]1[CH:12]=[CH:13][C:14]([C:17]2[N:26]([CH2:28][O:29][CH2:30][CH2:31][Si:32]([CH3:35])([CH3:34])[CH3:33])[C:20]3[N:21]=[CH:22][N:23]=[C:24]([Cl:25])[C:19]=3[CH:18]=2)=[CH:15][CH:16]=1)[C:4]1[CH:5]=[CH:6][CH:7]=[CH:8][CH:9]=1, predict the reactants needed to synthesize it. The reactants are: [H-].[Na+].[CH2:3]([O:10][C:11]1[CH:16]=[CH:15][C:14]([C:17]2[NH:26][C:20]3[N:21]=[CH:22][N:23]=[C:24]([Cl:25])[C:19]=3[CH:18]=2)=[CH:13][CH:12]=1)[C:4]1[CH:9]=[CH:8][CH:7]=[CH:6][CH:5]=1.Cl[CH2:28][O:29][CH2:30][CH2:31][Si:32]([CH3:35])([CH3:34])[CH3:33].O. (6) Given the product [O:12]=[C:9]1[CH2:8][CH2:7][C:6]([CH:13]=[CH2:14])([C:4]([OH:5])=[O:3])[CH2:11][CH2:10]1, predict the reactants needed to synthesize it. The reactants are: C([O:3][C:4]([C:6]1([CH:13]=[CH2:14])[CH2:11][CH2:10][C:9](=[O:12])[CH2:8][CH2:7]1)=[O:5])C.O.[OH-].[Li+]. (7) Given the product [Cl:1][C:2]1[C:7]([S:8]([CH3:11])(=[O:10])=[O:9])=[CH:6][C:5]([C:12]2[N:13]([C:33]([N:50]3[CH2:51][CH2:52][CH:47]([CH2:46][C:45]([N:44]([CH2:43][CH2:42][O:41][CH2:39][CH3:40])[CH2:54][CH2:55][O:56][CH2:57][CH3:58])=[O:53])[CH2:48][CH2:49]3)=[O:34])[C@@:14]([C:26]3[CH:31]=[CH:30][C:29]([Cl:32])=[CH:28][CH:27]=3)([CH3:25])[C@@:15]([C:18]3[CH:19]=[CH:20][C:21]([Cl:24])=[CH:22][CH:23]=3)([CH3:17])[N:16]=2)=[C:4]([O:36][CH2:37][CH3:38])[CH:3]=1, predict the reactants needed to synthesize it. The reactants are: [Cl:1][C:2]1[C:7]([S:8]([CH3:11])(=[O:10])=[O:9])=[CH:6][C:5]([C:12]2[N:13]([C:33](Cl)=[O:34])[C@@:14]([C:26]3[CH:31]=[CH:30][C:29]([Cl:32])=[CH:28][CH:27]=3)([CH3:25])[C@@:15]([C:18]3[CH:23]=[CH:22][C:21]([Cl:24])=[CH:20][CH:19]=3)([CH3:17])[N:16]=2)=[C:4]([O:36][CH2:37][CH3:38])[CH:3]=1.[CH2:39]([O:41][CH2:42][CH2:43][N:44]([CH2:54][CH2:55][O:56][CH2:57][CH3:58])[C:45](=[O:53])[CH2:46][CH:47]1[CH2:52][CH2:51][NH:50][CH2:49][CH2:48]1)[CH3:40].